Task: Predict the reaction yield, written as a fraction of the theoretical maximum amount of product (1.0 means a 100% yield; for example, 0.34 means a 34% yield).. Dataset: Reaction yield outcomes from USPTO patents with 853,638 reactions The reactants are [NH2:1][C:2]1[CH:3]=[C:4]2[C:9](=[CH:10][CH:11]=1)[CH:8]=[N:7][CH:6]=[CH:5]2.C(NC(C)C)(C)C.[Li].[Cl:20][CH2:21][C:22](Cl)=[O:23]. The catalyst is C1COCC1. The product is [Cl:20][CH2:21][C:22]([NH:1][C:2]1[CH:3]=[C:4]2[C:9](=[CH:10][CH:11]=1)[CH:8]=[N:7][CH:6]=[CH:5]2)=[O:23]. The yield is 0.380.